From a dataset of Reaction yield outcomes from USPTO patents with 853,638 reactions. Predict the reaction yield, written as a fraction of the theoretical maximum amount of product (1.0 means a 100% yield; for example, 0.34 means a 34% yield). (1) The reactants are Cl.[NH2:2][C:3]1[C:4]([C:21]2[O:25][C:24]([C:26]3[CH:31]=[CH:30][C:29]([C@H:32]([NH:37]S(C(C)(C)C)=O)[C:33]([F:36])([F:35])[F:34])=[CH:28][CH:27]=3)=[N:23][N:22]=2)=[N:5][C:6]([C:9]2[CH:14]=[CH:13][C:12]([S:15]([CH:18]([CH3:20])[CH3:19])(=[O:17])=[O:16])=[CH:11][CH:10]=2)=[CH:7][N:8]=1. The catalyst is CO. The product is [NH2:37][C@@H:32]([C:29]1[CH:30]=[CH:31][C:26]([C:24]2[O:25][C:21]([C:4]3[C:3]([NH2:2])=[N:8][CH:7]=[C:6]([C:9]4[CH:14]=[CH:13][C:12]([S:15]([CH:18]([CH3:19])[CH3:20])(=[O:17])=[O:16])=[CH:11][CH:10]=4)[N:5]=3)=[N:22][N:23]=2)=[CH:27][CH:28]=1)[C:33]([F:34])([F:35])[F:36]. The yield is 0.990. (2) The reactants are [CH3:1][NH:2][C:3](=[O:18])[CH2:4][N:5]([CH2:13][C:14]([NH:16][CH3:17])=[O:15])CC1C=CC=CC=1. The catalyst is CO.[Pd]. The product is [CH3:17][NH:16][C:14](=[O:15])[CH2:13][NH:5][CH2:4][C:3]([NH:2][CH3:1])=[O:18]. The yield is 1.00. (3) The reactants are [N+:1]([C:4]1[CH:9]=[CH:8][C:7]([C:10]2[N:14]=[CH:13][O:12][N:11]=2)=[CH:6][CH:5]=1)([O-])=O. The catalyst is CO.[Pd]. The product is [O:12]1[CH:13]=[N:14][C:10]([C:7]2[CH:8]=[CH:9][C:4]([NH2:1])=[CH:5][CH:6]=2)=[N:11]1. The yield is 0.770. (4) The reactants are [C:1]([O:5][C:6]([N:8]1[CH2:12][CH2:11][CH:10]([N:13]2[CH:17]=[C:16]([C:18]3[CH:23]=[CH:22][C:21]([F:24])=[C:20]([C:25]([F:28])([F:27])[F:26])[CH:19]=3)[N:15]=[C:14]2[CH:29]2[CH2:34][CH2:33][N:32]([C:35]3[C:40]([C:41]#[N:42])=[C:39]([NH2:43])[N:38]=[CH:37][N:36]=3)[CH2:31][CH2:30]2)[CH2:9]1)=[O:7])([CH3:4])([CH3:3])[CH3:2].[OH:44]O. The catalyst is CS(C)=O. The product is [NH2:43][C:39]1[N:38]=[CH:37][N:36]=[C:35]([N:32]2[CH2:31][CH2:30][CH:29]([C:14]3[N:13]([CH:10]4[CH2:11][CH2:12][N:8]([C:6]([O:5][C:1]([CH3:4])([CH3:2])[CH3:3])=[O:7])[CH2:9]4)[CH:17]=[C:16]([C:18]4[CH:23]=[CH:22][C:21]([F:24])=[C:20]([C:25]([F:28])([F:27])[F:26])[CH:19]=4)[N:15]=3)[CH2:34][CH2:33]2)[C:40]=1[C:41](=[O:44])[NH2:42]. The yield is 0.430. (5) The reactants are Br[C:2]1[S:3][CH:4]=[CH:5][N:6]=1.CCCCCC.C([Li])CCC.[F:18][C:19]1[CH:26]=[CH:25][C:24]([F:27])=[CH:23][C:20]=1[CH:21]=[O:22].[Cl-].[NH4+]. The catalyst is O1CCCC1. The product is [F:18][C:19]1[CH:26]=[CH:25][C:24]([F:27])=[CH:23][C:20]=1[CH:21]([OH:22])[C:2]1[S:3][CH:4]=[CH:5][N:6]=1. The yield is 0.790. (6) The reactants are C(N(CC)CC)C.[C:8]([Si:12]([CH3:15])([CH3:14])Cl)([CH3:11])([CH3:10])[CH3:9].[I:16][C:17]1[CH:18]=[C:19]([C:24]([F:27])([F:26])[F:25])[C:20](=[O:23])[NH:21][CH:22]=1. The catalyst is C(Cl)Cl.O. The product is [Si:12]([O:23][C:20]1[C:19]([C:24]([F:25])([F:26])[F:27])=[CH:18][C:17]([I:16])=[CH:22][N:21]=1)([C:8]([CH3:11])([CH3:10])[CH3:9])([CH3:15])[CH3:14]. The yield is 1.00. (7) The reactants are O=C1C2C(=CC=CC=2)C(=O)[N:3]1[CH:12]([C:46]([F:49])([F:48])[F:47])[CH2:13][C:14]([NH:16][C@@:17]([C:32]1[CH:37]=[C:36]([O:38][C:39]([F:44])([F:43])[CH:40]([F:42])[F:41])[CH:35]=[C:34]([F:45])[CH:33]=1)([C:25]1[CH:30]=[CH:29][C:28]([F:31])=[CH:27][CH:26]=1)[CH2:18][C:19]1[CH:24]=[CH:23][CH:22]=[CH:21][CH:20]=1)=[O:15].NN. The catalyst is CO. The product is [NH2:3][CH:12]([C:46]([F:49])([F:48])[F:47])[CH2:13][C:14]([NH:16][C@@:17]([C:32]1[CH:37]=[C:36]([O:38][C:39]([F:44])([F:43])[CH:40]([F:42])[F:41])[CH:35]=[C:34]([F:45])[CH:33]=1)([C:25]1[CH:26]=[CH:27][C:28]([F:31])=[CH:29][CH:30]=1)[CH2:18][C:19]1[CH:20]=[CH:21][CH:22]=[CH:23][CH:24]=1)=[O:15]. The yield is 0.240. (8) The reactants are [Cl:1][C:2]1[CH:7]=[CH:6][C:5]([S:8]([C:11]2([C:17]3[CH:22]=[C:21]([F:23])[CH:20]=[CH:19][C:18]=3[F:24])[CH2:16][CH2:15][S:14][CH2:13][CH2:12]2)(=[O:10])=[O:9])=[CH:4][CH:3]=1.ClC1C=CC=C(C(OO)=[O:33])C=1.CCCCCC. The catalyst is ClCCl.C(OCC)C. The product is [Cl:1][C:2]1[CH:7]=[CH:6][C:5]([S:8]([C:11]2([C:17]3[CH:22]=[C:21]([F:23])[CH:20]=[CH:19][C:18]=3[F:24])[CH2:16][CH2:15][S:14](=[O:33])[CH2:13][CH2:12]2)(=[O:9])=[O:10])=[CH:4][CH:3]=1. The yield is 0.790. (9) The reactants are N[C:2]1[CH:7]=[CH:6][C:5]([CH:8]([CH3:14])[C:9]([O:11][CH2:12][CH3:13])=[O:10])=[CH:4][C:3]=1[CH3:15].CC1C=CC(S(O)(=O)=O)=CC=1.O.N([O-])=O.[Na+].[I-:32].[K+].[OH-].[Na+]. The catalyst is C(#N)C.O.C(OCC)(=O)C. The product is [I:32][C:2]1[CH:7]=[CH:6][C:5]([CH:8]([CH3:14])[C:9]([O:11][CH2:12][CH3:13])=[O:10])=[CH:4][C:3]=1[CH3:15]. The yield is 0.840.